From a dataset of Full USPTO retrosynthesis dataset with 1.9M reactions from patents (1976-2016). Predict the reactants needed to synthesize the given product. (1) Given the product [F:34][C:20]1[C:19]([C:9]2[N:10]=[C:11]([CH:13]3[CH2:18][CH2:17][O:16][CH2:15][CH2:14]3)[S:12][C:8]=2[C:6]2[CH:5]=[CH:4][N:3]=[C:2]([NH:42][CH2:41][CH2:40][N:35]3[CH2:39][CH2:38][CH2:37][CH2:36]3)[N:7]=2)=[CH:24][CH:23]=[CH:22][C:21]=1[NH:25][S:26]([C:29]1[CH:33]=[CH:32][O:31][CH:30]=1)(=[O:28])=[O:27], predict the reactants needed to synthesize it. The reactants are: Cl[C:2]1[N:7]=[C:6]([C:8]2[S:12][C:11]([CH:13]3[CH2:18][CH2:17][O:16][CH2:15][CH2:14]3)=[N:10][C:9]=2[C:19]2[C:20]([F:34])=[C:21]([NH:25][S:26]([C:29]3[CH:33]=[CH:32][O:31][CH:30]=3)(=[O:28])=[O:27])[CH:22]=[CH:23][CH:24]=2)[CH:5]=[CH:4][N:3]=1.[N:35]1([CH2:40][CH2:41][NH2:42])[CH2:39][CH2:38][CH2:37][CH2:36]1. (2) Given the product [Cl:3][C:4]1[S:8][C:7]([C:9]([C@H:11]2[CH2:13][C@@H:12]2[C:14]([OH:16])=[O:15])=[O:10])=[CH:6][CH:5]=1, predict the reactants needed to synthesize it. The reactants are: [OH-].[Na+].[Cl:3][C:4]1[S:8][C:7]([C:9]([C@H:11]2[CH2:13][C@@H:12]2[C:14]([O:16]C)=[O:15])=[O:10])=[CH:6][CH:5]=1. (3) Given the product [Cl-:1].[F:36][C:33]1[CH:34]=[CH:35][C:30]([CH:22]([C:23]2[CH:24]=[CH:25][C:26]([F:29])=[CH:27][CH:28]=2)[O:21][C:20]([NH:19][C@@H:13]2[CH:14]3[CH2:17][CH2:18][N+:11]([CH2:2][C:3](=[O:4])[C:5]4[CH:10]=[CH:9][CH:8]=[CH:7][CH:6]=4)([CH2:16][CH2:15]3)[CH2:12]2)=[O:37])=[CH:31][CH:32]=1, predict the reactants needed to synthesize it. The reactants are: [Cl:1][CH2:2][C:3]([C:5]1[CH:10]=[CH:9][CH:8]=[CH:7][CH:6]=1)=[O:4].[N:11]12[CH2:18][CH2:17][CH:14]([CH2:15][CH2:16]1)[C@@H:13]([NH:19][C:20](=[O:37])[O:21][CH:22]([C:30]1[CH:35]=[CH:34][C:33]([F:36])=[CH:32][CH:31]=1)[C:23]1[CH:28]=[CH:27][C:26]([F:29])=[CH:25][CH:24]=1)[CH2:12]2. (4) Given the product [C:1]([N:9]=[C:10]=[S:11])(=[O:8])[C:2]1[CH:7]=[CH:6][CH:5]=[CH:4][CH:3]=1, predict the reactants needed to synthesize it. The reactants are: [C:1]([NH:9][C:10](N)=[S:11])(=[O:8])[C:2]1[CH:7]=[CH:6][CH:5]=[CH:4][CH:3]=1.[S-]C#N.[NH4+].C(Cl)(=O)C1C=CC=CC=1. (5) Given the product [CH2:18]([N:25]1[C:6]([C:8]2[S:12][C:11]([C:13]([O:15][CH3:16])=[O:14])=[CH:10][CH:9]=2)=[CH:5][C:4]([CH:1]2[CH2:3][CH2:2]2)=[N:26]1)[C:19]1[CH:24]=[CH:23][CH:22]=[CH:21][CH:20]=1, predict the reactants needed to synthesize it. The reactants are: [CH:1]1([C:4]#[C:5][C:6]([C:8]2[S:12][C:11]([C:13]([O:15][CH3:16])=[O:14])=[CH:10][CH:9]=2)=O)[CH2:3][CH2:2]1.Cl.[CH2:18]([NH:25][NH2:26])[C:19]1[CH:24]=[CH:23][CH:22]=[CH:21][CH:20]=1.C(=O)([O-])[O-].[K+].[K+]. (6) Given the product [NH2:18][C:17]([CH2:21][OH:20])([CH2:16][CH2:15][C:12]1[CH:13]=[CH:14][C:9]([O:8][CH2:7][CH2:6][CH2:5][CH2:4]/[CH:3]=[CH:2]/[I:1])=[CH:10][CH:11]=1)[CH2:23][O:24][P:25](=[O:26])([OH:31])[OH:36], predict the reactants needed to synthesize it. The reactants are: [I:1]/[CH:2]=[CH:3]/[CH2:4][CH2:5][CH2:6][CH2:7][O:8][C:9]1[CH:14]=[CH:13][C:12]([CH2:15][CH2:16][C:17]2([CH2:23][O:24][P:25](=[O:36])([O:31]C(C)(C)C)[O:26]C(C)(C)C)[CH2:21][O:20]C(C)=[N:18]2)=[CH:11][CH:10]=1.Cl.